Task: Predict the reactants needed to synthesize the given product.. Dataset: Full USPTO retrosynthesis dataset with 1.9M reactions from patents (1976-2016) (1) Given the product [O:52]=[C:47]1[NH:48][C:49]2[N:50]=[CH:51][C:42](/[CH:3]=[CH:2]/[C:1]([O:5][C:6]([CH3:9])([CH3:8])[CH3:7])=[O:4])=[CH:43][C:44]=2[CH2:45][CH2:46]1, predict the reactants needed to synthesize it. The reactants are: [C:1]([O:5][C:6]([CH3:9])([CH3:8])[CH3:7])(=[O:4])[CH:2]=[CH2:3].C(N(C(C)C)CC)(C)C.CC1C=CC=CC=1P(C1C=CC=CC=1C)C1C=CC=CC=1C.Br[C:42]1[CH:43]=[C:44]2[C:49](=[N:50][CH:51]=1)[NH:48][C:47](=[O:52])[CH2:46][CH2:45]2. (2) Given the product [Cl:22][C:16]1[CH:17]=[C:18]([Cl:21])[CH:19]=[CH:20][C:15]=1[C:13]1[N:14]=[C:10](/[CH:9]=[CH:8]/[C:6]2[CH:7]=[C:2]([C:32]3[CH:31]=[CH:30][CH:29]=[C:28]([OH:27])[CH:33]=3)[CH:3]=[CH:4][C:5]=2[O:25][CH3:26])[N:11]([CH2:23][CH3:24])[CH:12]=1, predict the reactants needed to synthesize it. The reactants are: Br[C:2]1[CH:3]=[CH:4][C:5]([O:25][CH3:26])=[C:6](/[CH:8]=[CH:9]/[C:10]2[N:11]([CH2:23][CH3:24])[CH:12]=[C:13]([C:15]3[CH:20]=[CH:19][C:18]([Cl:21])=[CH:17][C:16]=3[Cl:22])[N:14]=2)[CH:7]=1.[OH:27][C:28]1[CH:29]=[C:30](B(O)O)[CH:31]=[CH:32][CH:33]=1. (3) Given the product [C:1]([N:8]1[CH2:9][CH2:10][N:11]([S:21]([CH2:14][C:15]2[CH:20]=[CH:19][CH:18]=[CH:17][CH:16]=2)(=[O:23])=[O:22])[CH2:12][CH2:13]1)([O:3][C:4]([CH3:7])([CH3:6])[CH3:5])=[O:2], predict the reactants needed to synthesize it. The reactants are: [C:1]([N:8]1[CH2:13][CH2:12][NH:11][CH2:10][CH2:9]1)([O:3][C:4]([CH3:7])([CH3:6])[CH3:5])=[O:2].[CH2:14]([S:21](Cl)(=[O:23])=[O:22])[C:15]1[CH:20]=[CH:19][CH:18]=[CH:17][CH:16]=1.C([O-])([O-])=O.[Na+].[Na+]. (4) Given the product [OH:1][C@@H:2]([CH2:6][N:7]1[CH:11]=[C:10]([C:12]2[CH:17]=[C:16]([CH3:18])[CH:15]=[C:14]([NH:19][C:20]3[CH:25]=[C:24]([C:26]([F:27])([F:28])[F:29])[CH:23]=[CH:22][N:21]=3)[N:13]=2)[N:9]=[N:8]1)[CH2:3][C:4]([NH2:5])=[O:31], predict the reactants needed to synthesize it. The reactants are: [OH:1][C@@H:2]([CH2:6][N:7]1[CH:11]=[C:10]([C:12]2[CH:17]=[C:16]([CH3:18])[CH:15]=[C:14]([NH:19][C:20]3[CH:25]=[C:24]([C:26]([F:29])([F:28])[F:27])[CH:23]=[CH:22][N:21]=3)[N:13]=2)[N:9]=[N:8]1)[CH2:3][C:4]#[N:5].C(=O)([O-])[O-:31].[K+].[K+].OO.CS(C)=O. (5) Given the product [F:17][C:14]1[CH:15]=[CH:16][C:11]([C:9]2[N:10]=[C:5]3[CH:4]=[CH:3][C:2]([C:25]4[CH:26]=[C:27]([CH:31]=[CH:32][CH:33]=4)[C:28]([OH:30])=[O:29])=[CH:7][N:6]3[C:8]=2[C:18](=[O:19])[NH:20][CH3:21])=[CH:12][CH:13]=1, predict the reactants needed to synthesize it. The reactants are: Br[C:2]1[CH:3]=[CH:4][C:5]2[N:6]([C:8]([C:18]([NH:20][CH3:21])=[O:19])=[C:9]([C:11]3[CH:16]=[CH:15][C:14]([F:17])=[CH:13][CH:12]=3)[N:10]=2)[CH:7]=1.B([C:25]1[CH:26]=[C:27]([CH:31]=[CH:32][CH:33]=1)[C:28]([OH:30])=[O:29])(O)O.C([O-])([O-])=O.[Cs+].[Cs+].Cl. (6) Given the product [CH3:1][O:2][C:3](=[O:4])[C:5]1[CH:10]=[CH:9][CH:8]=[CH:7][C:6]=1[NH:11][CH:12]([C:13]([O:15][C@@H:43]1[CH:44]2[CH2:47][CH2:48][N:41]([CH2:46][CH2:45]2)[CH2:42]1)=[O:14])[C:16]1[CH:21]=[CH:20][CH:19]=[CH:18][CH:17]=1, predict the reactants needed to synthesize it. The reactants are: [CH3:1][O:2][C:3]([C:5]1[CH:10]=[CH:9][CH:8]=[CH:7][C:6]=1[NH:11][CH:12]([C:16]1[CH:21]=[CH:20][CH:19]=[CH:18][CH:17]=1)[C:13]([OH:15])=[O:14])=[O:4].C(N(C(C)C)C(C)C)C.C1C=CC2N(O)N=NC=2C=1.[N:41]12[CH2:48][CH2:47][CH:44]([CH2:45][CH2:46]1)[C@@H:43](O)[CH2:42]2. (7) The reactants are: [C:1]1([CH2:9][C:10]([OH:12])=[O:11])([CH2:5][C:6]([OH:8])=O)[CH2:4][CH2:3][CH2:2]1.C(OC(=O)C)(=O)C. Given the product [CH2:2]1[C:1]2([CH2:5][C:6](=[O:8])[O:12][C:10](=[O:11])[CH2:9]2)[CH2:4][CH2:3]1, predict the reactants needed to synthesize it.